Predict the reaction yield, written as a fraction of the theoretical maximum amount of product (1.0 means a 100% yield; for example, 0.34 means a 34% yield). From a dataset of Reaction yield outcomes from USPTO patents with 853,638 reactions. (1) The reactants are C([N:8](CC1C=CC=CC=1)[CH:9]1[CH2:12][CH:11]([C:13]([OH:16])([CH3:15])[CH3:14])[CH2:10]1)C1C=CC=CC=1.CC(O)=O.O. The catalyst is C(O)C.[Pd]. The product is [NH2:8][CH:9]1[CH2:12][CH:11]([C:13]([OH:16])([CH3:15])[CH3:14])[CH2:10]1. The yield is 0.940. (2) The reactants are [Cl:1]/[C:2](/[C:12]([F:15])([F:14])[F:13])=[CH:3]\[CH:4]1[CH:6]([C:7](Cl)=[O:8])[C:5]1([CH3:11])[CH3:10].[OH:16][CH:17]([C:23]1[CH:28]=[CH:27][CH:26]=[C:25]([O:29][C:30]2[CH:35]=[CH:34][CH:33]=[CH:32][CH:31]=2)[CH:24]=1)[C:18]([O:20][CH2:21][CH3:22])=[O:19].N1C=CC=CC=1. The catalyst is C1(C)C=CC=CC=1. The product is [Cl:1]/[C:2](/[C:12]([F:15])([F:14])[F:13])=[CH:3]\[CH:4]1[CH:6]([C:7]([O:16][CH:17]([C:23]2[CH:28]=[CH:27][CH:26]=[C:25]([O:29][C:30]3[CH:35]=[CH:34][CH:33]=[CH:32][CH:31]=3)[CH:24]=2)[C:18]([O:20][CH2:21][CH3:22])=[O:19])=[O:8])[C:5]1([CH3:11])[CH3:10]. The yield is 0.620. (3) The reactants are [OH-].[Na+].[OH:3][CH2:4][CH2:5][CH2:6][CH2:7][O:8][C:9]1[CH:14]=[CH:13][C:12]([C:15]2[CH:20]=[CH:19][C:18]([C:21]([O:23]CC)=[O:22])=[CH:17][CH:16]=2)=[CH:11][C:10]=1[C:26]1[CH:35]=[CH:34][C:33]2[C:32]([CH3:37])([CH3:36])[CH2:31][CH2:30][C:29]([CH3:39])([CH3:38])[C:28]=2[CH:27]=1.Cl. The catalyst is O1CCCC1. The product is [OH:3][CH2:4][CH2:5][CH2:6][CH2:7][O:8][C:9]1[CH:14]=[CH:13][C:12]([C:15]2[CH:20]=[CH:19][C:18]([C:21]([OH:23])=[O:22])=[CH:17][CH:16]=2)=[CH:11][C:10]=1[C:26]1[CH:35]=[CH:34][C:33]2[C:32]([CH3:37])([CH3:36])[CH2:31][CH2:30][C:29]([CH3:39])([CH3:38])[C:28]=2[CH:27]=1. The yield is 0.900. (4) The reactants are C1(P(C2CCCCC2)C2C=CC=CC=2C2C(OC)=CC=CC=2OC)CCCCC1.C([Zn][C:33]#[N:34])#N.Cl[C:36]1[CH:37]=[C:38]([O:46][CH3:47])[C:39]([C:42]([O:44][CH3:45])=[O:43])=[N:40][CH:41]=1. The catalyst is CN(C=O)C.C1C=CC(/C=C/C(/C=C/C2C=CC=CC=2)=O)=CC=1.C1C=CC(/C=C/C(/C=C/C2C=CC=CC=2)=O)=CC=1.C1C=CC(/C=C/C(/C=C/C2C=CC=CC=2)=O)=CC=1.[Pd].[Pd]. The product is [C:41]([C:36]1[CH:37]=[C:38]([O:46][CH3:47])[C:39]([C:42]([O:44][CH3:45])=[O:43])=[N:34][CH:33]=1)#[N:40]. The yield is 0.870. (5) The reactants are B.[CH2:2]([O:4][C:5]([C:7]1[O:11][C:10]([CH2:12][C:13](OC)=[O:14])=[C:9]([C:17]([O:19][CH3:20])=[O:18])[CH:8]=1)=[O:6])[CH3:3]. The catalyst is O1CCCC1. The product is [OH:14][CH2:13][CH2:12][C:10]1[O:11][C:7]([C:5]([O:4][CH2:2][CH3:3])=[O:6])=[CH:8][C:9]=1[C:17]([O:19][CH3:20])=[O:18]. The yield is 0.470.